From a dataset of Reaction yield outcomes from USPTO patents with 853,638 reactions. Predict the reaction yield, written as a fraction of the theoretical maximum amount of product (1.0 means a 100% yield; for example, 0.34 means a 34% yield). (1) The reactants are [CH3:1][N:2]([CH3:11])[C:3]1[CH:4]=[C:5]([CH2:9]O)[CH:6]=[CH:7][CH:8]=1.CS(Cl)(=O)=O.[Cl:17][C:18]1[CH:25]=[C:24]([NH:26][C@H:27]2[CH2:31][CH2:30][N:29]([CH2:32][C:33]3[S:34][CH:35]=[CH:36][CH:37]=3)[CH2:28]2)[CH:23]=[CH:22][C:19]=1[C:20]#[N:21].[H-].[Na+].[NH4+].[Cl-]. The catalyst is C1C=CC=CC=1.CN(C=O)C. The product is [Cl:17][C:18]1[CH:25]=[C:24]([N:26]([CH2:9][C:5]2[CH:6]=[CH:7][CH:8]=[C:3]([N:2]([CH3:11])[CH3:1])[CH:4]=2)[C@H:27]2[CH2:31][CH2:30][N:29]([CH2:32][C:33]3[S:34][CH:35]=[CH:36][CH:37]=3)[CH2:28]2)[CH:23]=[CH:22][C:19]=1[C:20]#[N:21]. The yield is 0.760. (2) The reactants are C([C:8]1([CH2:18][C:19]([OH:21])=[O:20])[C:17]2[C:12](=[CH:13][CH:14]=[CH:15][CH:16]=2)[CH2:11][CH2:10][NH:9]1)(OC(C)(C)C)=O.Cl.[CH3:23]O. No catalyst specified. The product is [CH3:23][O:21][C:19](=[O:20])[CH2:18][CH:8]1[C:17]2[C:12](=[CH:13][CH:14]=[CH:15][CH:16]=2)[CH2:11][CH2:10][NH:9]1. The yield is 1.00.